From a dataset of Reaction yield outcomes from USPTO patents with 853,638 reactions. Predict the reaction yield, written as a fraction of the theoretical maximum amount of product (1.0 means a 100% yield; for example, 0.34 means a 34% yield). (1) The reactants are [Cl-].O[NH3+:3].[C:4](=[O:7])([O-])[OH:5].[Na+].CS(C)=O.[OH:13][C:14]([CH3:45])([CH3:44])[CH2:15][N:16]1[C:21](=[O:22])[C:20]([CH2:23][C:24]2[CH:29]=[CH:28][C:27]([C:30]3[C:31]([C:36]#[N:37])=[CH:32][CH:33]=[CH:34][CH:35]=3)=[CH:26][CH:25]=2)=[C:19]([CH2:38][CH2:39][CH3:40])[N:18]2[N:41]=[CH:42][N:43]=[C:17]12. The catalyst is C(OCC)(=O)C. The product is [OH:13][C:14]([CH3:44])([CH3:45])[CH2:15][N:16]1[C:21](=[O:22])[C:20]([CH2:23][C:24]2[CH:25]=[CH:26][C:27]([C:30]3[CH:35]=[CH:34][CH:33]=[CH:32][C:31]=3[C:36]3[NH:3][C:4](=[O:7])[O:5][N:37]=3)=[CH:28][CH:29]=2)=[C:19]([CH2:38][CH2:39][CH3:40])[N:18]2[N:41]=[CH:42][N:43]=[C:17]12. The yield is 0.240. (2) The reactants are Br[CH2:2][C:3]1[CH:8]=[CH:7][C:6]([N+:9]([O-:11])=[O:10])=[CH:5][C:4]=1[F:12].[NH:13]1[CH2:18][CH2:17][O:16][CH2:15][CH2:14]1.CCN(CC)CC. The catalyst is C(Cl)Cl. The product is [F:12][C:4]1[CH:5]=[C:6]([N+:9]([O-:11])=[O:10])[CH:7]=[CH:8][C:3]=1[CH2:2][N:13]1[CH2:18][CH2:17][O:16][CH2:15][CH2:14]1. The yield is 0.650. (3) The reactants are [CH2:1]([O:8][C:9]([N:11]1[CH2:16][CH2:15][CH2:14][CH2:13][C@H:12]1[C:17]1[NH:21][C:20]2[CH:22]=[CH:23][C:24]([C:26]#[CH:27])=[CH:25][C:19]=2[N:18]=1)=[O:10])[C:2]1[CH:7]=[CH:6][CH:5]=[CH:4][CH:3]=1. The catalyst is C1COCC1.[Cu]I.C1C=CC(P(C2C=CC=CC=2)C2C=CC=CC=2)=CC=1.C1C=CC(P(C2C=CC=CC=2)C2C=CC=CC=2)=CC=1.Cl[Pd]Cl. The product is [CH2:1]([O:8][C:9]([N:11]1[CH2:16][CH2:15][CH2:14][CH2:13][C@H:12]1[C:17]1[NH:21][C:20]2[CH:22]=[CH:23][C:24]([C:26]#[C:27][C:27]#[C:26][C:24]3[CH:23]=[CH:22][C:20]4[NH:21][C:17]([C@@H:12]5[CH2:13][CH2:14][CH2:15][CH2:16][N:11]5[C:9]([O:8][CH2:1][C:2]5[CH:7]=[CH:6][CH:5]=[CH:4][CH:3]=5)=[O:10])=[N:18][C:19]=4[CH:25]=3)=[CH:25][C:19]=2[N:18]=1)=[O:10])[C:2]1[CH:3]=[CH:4][CH:5]=[CH:6][CH:7]=1. The yield is 0.390. (4) The reactants are C([O:8][C:9]1[C:10]([O:34][CH3:35])=[CH:11][C:12]2[C:18](=[O:19])[N:17]3[CH2:20][C:21](=[O:23])[CH2:22][CH:16]3[C:15](=[O:24])[N:14]([CH2:25][O:26][CH2:27][CH2:28][Si:29]([CH3:32])([CH3:31])[CH3:30])[C:13]=2[CH:33]=1)C1C=CC=CC=1. The catalyst is CCO.[OH-].[OH-].[Pd+2]. The product is [OH:8][C:9]1[C:10]([O:34][CH3:35])=[CH:11][C:12]2[C:18](=[O:19])[N:17]3[CH2:20][C:21](=[O:23])[CH2:22][CH:16]3[C:15](=[O:24])[N:14]([CH2:25][O:26][CH2:27][CH2:28][Si:29]([CH3:30])([CH3:31])[CH3:32])[C:13]=2[CH:33]=1. The yield is 0.900. (5) The reactants are [Br:1][CH2:2][C@@:3]([OH:16])([CH3:15])[C:4]([NH:6][C:7]1[CH:12]=[CH:11][C:10]([O:13]C)=[CH:9][CH:8]=1)=[O:5].B(Br)(Br)Br. The catalyst is C(Cl)Cl. The product is [Br:1][CH2:2][C@@:3]([OH:16])([CH3:15])[C:4]([NH:6][C:7]1[CH:12]=[CH:11][C:10]([OH:13])=[CH:9][CH:8]=1)=[O:5]. The yield is 0.979. (6) The reactants are Cl[C:2]1[CH:7]=[N:6][CH:5]=[C:4]([Cl:8])[N:3]=1.[C:9]1([C:15]2[CH:20]=[CH:19][CH:18]=[CH:17][C:16]=2[OH:21])[CH:14]=[CH:13][CH:12]=[CH:11][CH:10]=1. The catalyst is CCOC(C)=O.C1CCCCC1. The product is [Cl:8][C:4]1[CH:5]=[N:6][CH:7]=[C:2]([O:21][C:16]2[CH:17]=[CH:18][CH:19]=[CH:20][C:15]=2[C:9]2[CH:10]=[CH:11][CH:12]=[CH:13][CH:14]=2)[N:3]=1. The yield is 0.650. (7) The reactants are [C:1]([O:5][C:6]([N:8]1[CH2:13][CH:12]=[C:11]([Sn](C)(C)C)[CH2:10][CH2:9]1)=[O:7])([CH3:4])([CH3:3])[CH3:2].[OH2:18]. The catalyst is [NH4+].[OH-]. The product is [NH:8]1[C:9]2[C:10](=[CH:9][CH:10]=[CH:11][CH:12]=2)[CH:11]=[CH:12][C:13]1=[O:18].[C:6]([N:8]1[CH2:9][CH2:10][CH2:11][CH2:12][CH2:13]1)([O:5][C:1]([CH3:4])([CH3:3])[CH3:2])=[O:7]. The yield is 0.910. (8) The reactants are [CH3:1][O:2][C:3]1[CH:15]=[CH:14][C:6]([CH2:7][C:8]2[S:12][C:11]([NH2:13])=[N:10][CH:9]=2)=[CH:5][CH:4]=1.N1[CH:21]=[CH:20][CH:19]=[C:18]([CH2:22][CH2:23][C:24]([OH:26])=O)[CH:17]=1.[CH:27]1C=CC2N(O)N=NC=2C=1.CCN(CC)CC. The catalyst is CN(C=O)C. The product is [CH3:1][O:2][C:3]1[CH:4]=[CH:5][C:6]([CH2:7][C:8]2[S:12][C:11]([NH:13][C:24](=[O:26])[CH2:23][CH2:22][C:18]3[CH:17]=[CH:27][CH:21]=[CH:20][CH:19]=3)=[N:10][CH:9]=2)=[CH:14][CH:15]=1. The yield is 0.660.